Predict the reaction yield, written as a fraction of the theoretical maximum amount of product (1.0 means a 100% yield; for example, 0.34 means a 34% yield). From a dataset of Reaction yield outcomes from USPTO patents with 853,638 reactions. (1) The reactants are [NH2:1][CH2:2][C:3]1[C:4]([F:21])=[C:5]([O:10][C:11]2[C:12]([Cl:20])=[C:13]([CH:16]=[C:17]([Cl:19])[CH:18]=2)[C:14]#[N:15])[C:6]([Cl:9])=[CH:7][CH:8]=1.[Cl:22][C:23]1[N:24]=[CH:25][N:26](COCC[Si](C)(C)C)[C:27]=1[C:28](O)=[O:29].CCN(C(C)C)C(C)C.CN(C(ON1N=NC2C=CC=NC1=2)=[N+](C)C)C.F[P-](F)(F)(F)(F)F. The catalyst is C1COCC1. The product is [Cl:22][C:23]1[N:24]=[CH:25][NH:26][C:27]=1[C:28]([NH:1][CH2:2][C:3]1[CH:8]=[CH:7][C:6]([Cl:9])=[C:5]([O:10][C:11]2[CH:18]=[C:17]([Cl:19])[CH:16]=[C:13]([C:14]#[N:15])[C:12]=2[Cl:20])[C:4]=1[F:21])=[O:29]. The yield is 0.780. (2) The reactants are [C:1]([NH:9][C:10]1[CH:11]=[C:12]([CH:16]=[CH:17][CH:18]=1)[C:13](O)=[O:14])(=[O:8])[C:2]1[CH:7]=[CH:6][CH:5]=[CH:4][CH:3]=1.S(Cl)([Cl:21])=O. The catalyst is C1(C)C=CC=CC=1. The product is [C:1]([NH:9][C:10]1[CH:11]=[C:12]([CH:16]=[CH:17][CH:18]=1)[C:13]([Cl:21])=[O:14])(=[O:8])[C:2]1[CH:7]=[CH:6][CH:5]=[CH:4][CH:3]=1. The yield is 0.950. (3) The reactants are [CH3:1][C:2]1[C:6]2[CH:7]=[C:8]([CH:11]=[C:12]3[S:16][C:15](=[O:17])[NH:14][C:13]3=[O:18])[CH:9]=[CH:10][C:5]=2[O:4][CH:3]=1.[Br:19]Br. The catalyst is CC(O)=O. The product is [Br:19][C:3]1[O:4][C:5]2[CH:10]=[CH:9][C:8]([CH:11]=[C:12]3[S:16][C:15](=[O:17])[NH:14][C:13]3=[O:18])=[CH:7][C:6]=2[C:2]=1[CH3:1]. The yield is 0.660. (4) The reactants are C[O:2][C:3]([C:5]1[N:10]=[C:9]([C:11]2[CH:16]=[CH:15][C:14]([Cl:17])=[C:13]([Cl:18])[CH:12]=2)[C:8]([O:19][CH2:20][C:21]([F:24])([F:23])[F:22])=[CH:7][N:6]=1)=[O:4].[OH-].[Li+].Cl. The catalyst is O1CCCC1.O. The product is [Cl:18][C:13]1[CH:12]=[C:11]([C:9]2[C:8]([O:19][CH2:20][C:21]([F:23])([F:24])[F:22])=[CH:7][N:6]=[C:5]([C:3]([OH:4])=[O:2])[N:10]=2)[CH:16]=[CH:15][C:14]=1[Cl:17]. The yield is 0.976. (5) The reactants are [NH2:1][C:2]1[CH:3]=[C:4]([CH:8]=[C:9]([N+:11]([O-:13])=[O:12])[CH:10]=1)[C:5](O)=[O:6]. The catalyst is C1COCC1. The product is [NH2:1][C:2]1[CH:3]=[C:4]([CH2:5][OH:6])[CH:8]=[C:9]([N+:11]([O-:13])=[O:12])[CH:10]=1. The yield is 0.890. (6) The reactants are C(P(CCCC)CCCC)CCC.C1COCC1.[OH:19][C:20]1[CH:39]=[CH:38][C:23]2[N:24]([CH2:34][CH:35]([CH3:37])[CH3:36])[C:25](=[O:33])[C:26]([CH3:32])([CH3:31])[C:27](=[O:30])[N:28]([CH3:29])[C:22]=2[CH:21]=1.[N:40]1[CH:45]=[CH:44][CH:43]=[C:42]([CH2:46][CH2:47][N:48]([CH2:53][C:54]2[CH:59]=[CH:58][N:57]=[CH:56][CH:55]=2)[CH2:49][CH2:50][CH2:51]O)[CH:41]=1.[Cl:60]CCl. The catalyst is O. The product is [ClH:60].[ClH:60].[ClH:60].[CH2:34]([N:24]1[C:25](=[O:33])[C:26]([CH3:31])([CH3:32])[C:27](=[O:30])[N:28]([CH3:29])[C:22]2[CH:21]=[C:20]([O:19][CH2:51][CH2:50][CH2:49][N:48]([CH2:47][CH2:46][C:42]3[CH:41]=[N:40][CH:45]=[CH:44][CH:43]=3)[CH2:53][C:54]3[CH:59]=[CH:58][N:57]=[CH:56][CH:55]=3)[CH:39]=[CH:38][C:23]1=2)[CH:35]([CH3:36])[CH3:37]. The yield is 1.00. (7) The reactants are [F:1][C:2]1[CH:7]=[CH:6][C:5]([F:8])=[CH:4][C:3]=1[CH:9]([S:28]([C:31]1[CH:36]=[CH:35][C:34]([F:37])=[CH:33][CH:32]=1)(=[O:30])=[O:29])[C:10]1[C:11]([CH3:27])=[CH:12][C:13]([C:16]([NH:18][CH2:19][O:20][CH2:21][C:22]([O:24]CC)=[O:23])=[O:17])=[N:14][CH:15]=1.O.[OH-].[Li+].Cl. The catalyst is O1CCCC1.O. The product is [F:1][C:2]1[CH:7]=[CH:6][C:5]([F:8])=[CH:4][C:3]=1[CH:9]([S:28]([C:31]1[CH:36]=[CH:35][C:34]([F:37])=[CH:33][CH:32]=1)(=[O:30])=[O:29])[C:10]1[C:11]([CH3:27])=[CH:12][C:13]([C:16]([NH:18][CH2:19][O:20][CH2:21][C:22]([OH:24])=[O:23])=[O:17])=[N:14][CH:15]=1. The yield is 0.240. (8) The reactants are [I:1]I.[OH-].[K+].[N:5]1([CH2:11][CH2:12][NH:13][C:14]2[CH:15]=[C:16]3[C:20](=[CH:21][C:22]=2[N+:23]([O-:25])=[O:24])[NH:19][N:18]=[CH:17]3)[CH2:10][CH2:9][O:8][CH2:7][CH2:6]1. The catalyst is CN(C=O)C.C(OCC)(=O)C. The product is [I:1][C:17]1[C:16]2[C:20](=[CH:21][C:22]([N+:23]([O-:25])=[O:24])=[C:14]([NH:13][CH2:12][CH2:11][N:5]3[CH2:10][CH2:9][O:8][CH2:7][CH2:6]3)[CH:15]=2)[NH:19][N:18]=1. The yield is 0.720. (9) The reactants are FC(F)(F)C(O)=O.C(OC([N:15]1[CH2:18][CH:17]([CH2:19][N:20]([CH3:25])[CH:21]2[CH2:24][O:23][CH2:22]2)[CH2:16]1)=O)(C)(C)C. The catalyst is ClCCl. The product is [NH:15]1[CH2:16][CH:17]([CH2:19][N:20]([CH3:25])[CH:21]2[CH2:22][O:23][CH2:24]2)[CH2:18]1. The yield is 0.900.